This data is from hERG Central: cardiac toxicity at 1µM, 10µM, and general inhibition. The task is: Predict hERG channel inhibition at various concentrations. The drug is CCCCCn1c(=O)c(C(=O)OCC)c(O)c2ccccc21. Results: hERG_inhib (hERG inhibition (general)): blocker.